From a dataset of Forward reaction prediction with 1.9M reactions from USPTO patents (1976-2016). Predict the product of the given reaction. (1) Given the reactants [O:1]=[C:2]([CH2:9][CH3:10])[CH2:3][C:4]([O:6][CH2:7][CH3:8])=[O:5].[Br:11]Br, predict the reaction product. The product is: [Br:11][CH:9]([CH3:10])[C:2](=[O:1])[CH2:3][C:4]([O:6][CH2:7][CH3:8])=[O:5]. (2) Given the reactants [N:1]1([CH2:6][CH2:7][O:8][C:9]2[CH:14]=[CH:13][C:12]([N+:15]([O-])=O)=[CH:11][CH:10]=2)[CH:5]=[CH:4][N:3]=[N:2]1.NC1C=CC=CC=1, predict the reaction product. The product is: [N:1]1([CH2:6][CH2:7][O:8][C:9]2[CH:14]=[CH:13][C:12]([NH2:15])=[CH:11][CH:10]=2)[CH:5]=[CH:4][N:3]=[N:2]1. (3) Given the reactants [N:1]1[CH:6]=[CH:5][CH:4]=[CH:3][C:2]=1[CH:7]=O.[N+](C1C=CC=CC=1)([O-])=O.[C:18]([C:20]1[CH:45]=[CH:44][CH:43]=[CH:42][C:21]=1[O:22][C:23]1[CH:24]=[C:25]([NH2:41])[C:26]([NH2:40])=[CH:27][C:28]=1[O:29][C:30]1[CH:31]=[N:32][C:33]([S:36]([CH3:39])(=[O:38])=[O:37])=[CH:34][CH:35]=1)#[N:19], predict the reaction product. The product is: [C:18]([C:20]1[CH:45]=[CH:44][CH:43]=[CH:42][C:21]=1[O:22][C:23]1[C:28]([O:29][C:30]2[CH:31]=[N:32][C:33]([S:36]([CH3:39])(=[O:37])=[O:38])=[CH:34][CH:35]=2)=[CH:27][C:26]2[NH:40][C:7]([C:2]3[CH:3]=[CH:4][CH:5]=[CH:6][N:1]=3)=[N:41][C:25]=2[CH:24]=1)#[N:19]. (4) The product is: [C:29]([O:33][CH2:34][CH2:35][O:36][N:17]1[C:18](=[O:20])[C:19]2[C:10]([NH:9][C:3]3[CH:4]=[CH:5][C:6]([I:8])=[CH:7][C:2]=3[F:1])=[CH:11][C:12](=[O:22])[N:13]([CH3:21])[C:14]=2[N:15]=[CH:16]1)([CH3:32])([CH3:31])[CH3:30]. Given the reactants [F:1][C:2]1[CH:7]=[C:6]([I:8])[CH:5]=[CH:4][C:3]=1[NH:9][C:10]1[C:19]2[C:18](=[O:20])[NH:17][CH:16]=[N:15][C:14]=2[N:13]([CH3:21])[C:12](=[O:22])[CH:11]=1.C(=O)([O-])[O-].[K+].[K+].[C:29]([O:33][CH2:34][CH2:35][O:36]N)([CH3:32])([CH3:31])[CH3:30], predict the reaction product. (5) Given the reactants [CH2:1]([N:3]1[C:11]2[C:10](=[O:12])[CH2:9][C:8]([CH3:14])([CH3:13])[CH2:7][C:6]=2[C:5]([CH2:15][OH:16])=[N:4]1)[CH3:2].C1C=C[NH+]=CC=1.[O-][Cr](Cl)(=O)=O.C([O-])(O)=O.[Na+], predict the reaction product. The product is: [CH2:1]([N:3]1[C:11]2[C:10](=[O:12])[CH2:9][C:8]([CH3:13])([CH3:14])[CH2:7][C:6]=2[C:5]([CH:15]=[O:16])=[N:4]1)[CH3:2]. (6) Given the reactants [CH3:1][O:2][C:3]1[C:16]([O:17][CH3:18])=[CH:15][CH:14]=[C:13]([C:19]2[CH:20]=[C:21]3[C:25](=[CH:26][CH:27]=2)[C:24](=[O:28])[CH2:23][CH2:22]3)[C:4]=1[O:5][CH2:6][C:7]([CH3:12])([CH3:11])[C:8]([OH:10])=O.[CH2:29]([NH2:32])[CH2:30][CH3:31].COC1C(OC)=CC=C(C2C=C3C(=CC=2)C(=O)CC3)C=1OCC(C)(C)C(NC)=O, predict the reaction product. The product is: [CH3:1][O:2][C:3]1[C:16]([O:17][CH3:18])=[CH:15][CH:14]=[C:13]([C:19]2[CH:20]=[C:21]3[C:25](=[CH:26][CH:27]=2)[C:24](=[O:28])[CH2:23][CH2:22]3)[C:4]=1[O:5][CH2:6][C:7]([CH3:11])([CH3:12])[C:8]([NH:32][CH2:29][CH2:30][CH3:31])=[O:10]. (7) Given the reactants Cl[C:2]1[N:10]=[C:9]2[C:5]([NH:6][CH:7]=[N:8]2)=[C:4]([NH2:11])[N:3]=1.[CH2:12]([NH2:16])[CH2:13][CH2:14][CH3:15].C(O)CCC, predict the reaction product. The product is: [CH2:12]([NH:16][C:2]1[N:10]=[C:9]2[C:5]([N:6]=[CH:7][NH:8]2)=[C:4]([NH2:11])[N:3]=1)[CH2:13][CH2:14][CH3:15]. (8) Given the reactants [CH3:1][C:2]1[O:6][C:5]([C:7]2[CH:15]=[CH:14][C:10]([C:11](O)=[O:12])=[CH:9][CH:8]=2)=[N:4][C:3]=1[CH2:16][O:17][C:18]1[CH:23]=[CH:22][CH:21]=[C:20]([C:24]([OH:33])([C:29]([F:32])([F:31])[F:30])[C:25]([F:28])([F:27])[F:26])[CH:19]=1.[CH3:34][NH:35][CH3:36].Cl.CN1CCOCC1.CCN=C=NCCCN(C)C.C1C=CC2N(O)N=NC=2C=1, predict the reaction product. The product is: [CH3:34][N:35]([CH3:36])[C:11](=[O:12])[C:10]1[CH:9]=[CH:8][C:7]([C:5]2[O:6][C:2]([CH3:1])=[C:3]([CH2:16][O:17][C:18]3[CH:23]=[CH:22][CH:21]=[C:20]([C:24]([OH:33])([C:25]([F:27])([F:28])[F:26])[C:29]([F:31])([F:30])[F:32])[CH:19]=3)[N:4]=2)=[CH:15][CH:14]=1.